Dataset: Forward reaction prediction with 1.9M reactions from USPTO patents (1976-2016). Task: Predict the product of the given reaction. (1) Given the reactants [CH3:1][C:2]1[CH:3]=[C:4]([C:24]2[CH:29]=[CH:28][CH:27]=[C:26]([C:30]([F:33])([F:32])[F:31])[CH:25]=2)[C:5]([C:21]([OH:23])=O)=[N:6][C:7]=1[C:8]([N:10]1[CH2:15][CH2:14][CH:13]([N:16]2[CH2:20][CH2:19][CH2:18][CH2:17]2)[CH2:12][CH2:11]1)=[O:9].[NH2:34][C:35]1[CH:36]=[N:37][CH:38]=[CH:39][CH:40]=1.CCN(CC)CC.CN(C(ON1N=NC2C=CC=NC1=2)=[N+](C)C)C.F[P-](F)(F)(F)(F)F, predict the reaction product. The product is: [N:37]1[CH:38]=[CH:39][CH:40]=[C:35]([NH:34][C:21]([C:5]2[C:4]([C:24]3[CH:29]=[CH:28][CH:27]=[C:26]([C:30]([F:32])([F:31])[F:33])[CH:25]=3)=[CH:3][C:2]([CH3:1])=[C:7]([C:8]([N:10]3[CH2:15][CH2:14][CH:13]([N:16]4[CH2:20][CH2:19][CH2:18][CH2:17]4)[CH2:12][CH2:11]3)=[O:9])[N:6]=2)=[O:23])[CH:36]=1. (2) The product is: [F:17][C:16]([F:19])([F:18])[CH:1]([CH:3]1[CH2:6][N:5]([C:7]([O:9][C:10]([CH3:13])([CH3:12])[CH3:11])=[O:8])[CH2:4]1)[OH:2]. Given the reactants [CH:1]([CH:3]1[CH2:6][N:5]([C:7]([O:9][C:10]([CH3:13])([CH3:12])[CH3:11])=[O:8])[CH2:4]1)=[O:2].C[Si](C)(C)[C:16]([F:19])([F:18])[F:17].[F-].C([N+](CCCC)(CCCC)CCCC)CCC.Cl, predict the reaction product. (3) The product is: [Cl:1][C:2]1[CH:3]=[CH:4][C:5]([C:8]2[O:16][C:15]3[CH:14]=[CH:13][N:12]([C:22]4[CH:23]=[CH:24][C:25]([C:26]([O:28][CH3:29])=[O:27])=[C:20]([O:19][CH3:18])[CH:21]=4)[C:11](=[O:17])[C:10]=3[CH:9]=2)=[CH:6][CH:7]=1. Given the reactants [Cl:1][C:2]1[CH:7]=[CH:6][C:5]([C:8]2[O:16][C:15]3[CH:14]=[CH:13][NH:12][C:11](=[O:17])[C:10]=3[CH:9]=2)=[CH:4][CH:3]=1.[CH3:18][O:19][C:20]1[CH:21]=[C:22](B(O)O)[CH:23]=[CH:24][C:25]=1[C:26]([O:28][CH3:29])=[O:27].C(N(CC)CC)C.N1C=CC=CC=1, predict the reaction product. (4) Given the reactants [CH:1]1[C:11]2[CH2:10][CH2:9][C:8]3[CH:12]=[CH:13][CH:14]=[CH:15][C:7]=3[C:6](=[CH:16][C:17]3[CH:18]=[C:19]([NH2:23])[CH:20]=[CH:21][CH:22]=3)[C:5]=2[CH:4]=[CH:3][CH:2]=1.[C:24](Cl)(=[O:26])[CH3:25], predict the reaction product. The product is: [CH:1]1[C:11]2[CH2:10][CH2:9][C:8]3[CH:12]=[CH:13][CH:14]=[CH:15][C:7]=3[C:6](=[CH:16][C:17]3[CH:18]=[C:19]([NH:23][C:24](=[O:26])[CH3:25])[CH:20]=[CH:21][CH:22]=3)[C:5]=2[CH:4]=[CH:3][CH:2]=1.